Dataset: Reaction yield outcomes from USPTO patents with 853,638 reactions. Task: Predict the reaction yield, written as a fraction of the theoretical maximum amount of product (1.0 means a 100% yield; for example, 0.34 means a 34% yield). (1) The reactants are [N:1]1[C:10]2[C:5](=[CH:6][CH:7]=[CH:8][CH:9]=2)[CH:4]=[C:3]([NH2:11])[CH:2]=1.[C:12]([O:16][C:17]([N:19]1[CH2:24][CH2:23][C:22](=O)[CH2:21][CH2:20]1)=[O:18])([CH3:15])([CH3:14])[CH3:13].C(O)(=O)C.ClC(Cl)C.C(O[BH-](OC(=O)C)OC(=O)C)(=O)C.[Na+]. The catalyst is [Na+].[Cl-]. The product is [C:12]([O:16][C:17]([N:19]1[CH2:24][CH2:23][CH:22]([NH:11][C:3]2[CH:2]=[N:1][C:10]3[C:5]([CH:4]=2)=[CH:6][CH:7]=[CH:8][CH:9]=3)[CH2:21][CH2:20]1)=[O:18])([CH3:15])([CH3:13])[CH3:14]. The yield is 0.560. (2) The reactants are [F:1][C:2]1[CH:7]=[CH:6][C:5]([C:8]([C:11]2[CH:16]=[C:15]([O:17][C:18]([F:23])([F:22])[CH:19]([F:21])[F:20])[CH:14]=[C:13]([F:24])[CH:12]=2)=[N:9]O)=[CH:4][C:3]=1[O:25][CH:26]([CH3:28])[CH3:27].C([O-])(=O)C.[NH4+]. The catalyst is CCO.[NH4+].[OH-].[Zn]. The product is [F:1][C:2]1[CH:7]=[CH:6][C:5]([CH:8]([C:11]2[CH:16]=[C:15]([O:17][C:18]([F:22])([F:23])[CH:19]([F:21])[F:20])[CH:14]=[C:13]([F:24])[CH:12]=2)[NH2:9])=[CH:4][C:3]=1[O:25][CH:26]([CH3:28])[CH3:27]. The yield is 0.830. (3) The reactants are [Cl:1][C:2]1[CH:7]=[CH:6][C:5]([C@@H:8](O)[CH2:9][N:10]([CH2:14][CH2:15]O)[CH2:11][CH:12]=[CH2:13])=[CH:4][CH:3]=1.C(N(CC)CC)C.CS(Cl)(=O)=O.[CH2:30]([NH2:33])[CH:31]=[CH2:32].C(=O)([O-])[O-].[Na+].[Na+]. The yield is 0.920. The catalyst is O1CCCC1. The product is [Cl:1][C:2]1[CH:7]=[CH:6][C:5]([C@@H:8]2[CH2:9][N:10]([CH2:11][CH:12]=[CH2:13])[CH2:14][CH2:15][N:33]2[CH2:30][CH:31]=[CH2:32])=[CH:4][CH:3]=1.